Dataset: Full USPTO retrosynthesis dataset with 1.9M reactions from patents (1976-2016). Task: Predict the reactants needed to synthesize the given product. (1) Given the product [CH2:34]([CH:29]1[CH2:30][CH2:31][CH2:32][CH2:33][CH:28]1[NH:27][C:22]1[C:23]([CH3:26])=[N:24][O:25][C:21]=1[C:18]1[CH:19]=[CH:20][C:15]([C:12]2[CH:13]=[CH:14][C:9]([C:6]3([C:4]([OH:5])=[O:3])[CH2:8][CH2:7]3)=[CH:10][CH:11]=2)=[CH:16][CH:17]=1)[C:35]1[CH:40]=[CH:39][CH:38]=[CH:37][CH:36]=1, predict the reactants needed to synthesize it. The reactants are: C([O:3][C:4]([C:6]1([C:9]2[CH:14]=[CH:13][C:12]([C:15]3[CH:20]=[CH:19][C:18]([C:21]4[O:25][N:24]=[C:23]([CH3:26])[C:22]=4[NH:27][CH:28]4[CH2:33][CH2:32][CH2:31][CH2:30][CH:29]4[CH2:34][C:35]4[CH:40]=[CH:39][CH:38]=[CH:37][CH:36]=4)=[CH:17][CH:16]=3)=[CH:11][CH:10]=2)[CH2:8][CH2:7]1)=[O:5])C.C1COCC1.O.[OH-].[Li+]. (2) Given the product [CH3:36][C:37]1([CH3:42])[CH2:38][O:39][C:32]2([CH2:31][CH2:30][CH:29]([N:3]3[C:2](=[O:1])[C:7]([CH2:8][C:9]4[CH:10]=[CH:11][C:12]([C:15]5[C:16]([C:21]#[N:22])=[CH:17][CH:18]=[CH:19][CH:20]=5)=[CH:13][CH:14]=4)=[C:6]([CH2:23][CH2:24][CH3:25])[N:5]4[N:26]=[CH:27][N:28]=[C:4]34)[CH2:34][CH2:33]2)[O:35][CH2:40]1, predict the reactants needed to synthesize it. The reactants are: [O:1]=[C:2]1[C:7]([CH2:8][C:9]2[CH:14]=[CH:13][C:12]([C:15]3[C:16]([C:21]#[N:22])=[CH:17][CH:18]=[CH:19][CH:20]=3)=[CH:11][CH:10]=2)=[C:6]([CH2:23][CH2:24][CH3:25])[N:5]2[N:26]=[CH:27][N:28]=[C:4]2[N:3]1[CH:29]1[CH2:34][CH2:33][C:32](=[O:35])[CH2:31][CH2:30]1.[CH3:36][C:37]([CH3:42])([CH2:40]O)[CH2:38][OH:39]. (3) Given the product [CH3:19][N:17]1[CH:18]=[C:14]([NH:13][C:11]2[N:12]=[C:7]([NH:6][C@H:4]3[CH2:3][C@H:2]([NH:1][C:40](=[O:43])[CH:41]=[CH2:42])[CH2:5]3)[C:8]3[CH:22]=[CH:21][N:20]([CH2:23][O:24][CH2:25][CH2:26][Si:27]([CH3:30])([CH3:29])[CH3:28])[C:9]=3[N:10]=2)[CH:15]=[N:16]1, predict the reactants needed to synthesize it. The reactants are: [NH2:1][C@H:2]1[CH2:5][C@H:4]([NH:6][C:7]2[C:8]3[CH:22]=[CH:21][N:20]([CH2:23][O:24][CH2:25][CH2:26][Si:27]([CH3:30])([CH3:29])[CH3:28])[C:9]=3[N:10]=[C:11]([NH:13][C:14]3[CH:15]=[N:16][N:17]([CH3:19])[CH:18]=3)[N:12]=2)[CH2:3]1.CCN(C(C)C)C(C)C.[C:40](Cl)(=[O:43])[CH:41]=[CH2:42]. (4) Given the product [NH2:26][C:27]1[N:28]=[CH:29][C:30]([C:2]2[N:3]=[C:4]([N:20]3[CH2:25][CH2:24][O:23][CH2:22][CH2:21]3)[C:5]3[S:10][C:9]([C:11]4[CH:12]=[C:13]([CH:17]([OH:19])[CH3:18])[CH:14]=[CH:15][CH:16]=4)=[CH:8][C:6]=3[N:7]=2)=[CH:31][CH:32]=1, predict the reactants needed to synthesize it. The reactants are: Cl[C:2]1[N:3]=[C:4]([N:20]2[CH2:25][CH2:24][O:23][CH2:22][CH2:21]2)[C:5]2[S:10][C:9]([C:11]3[CH:12]=[C:13]([CH:17]([OH:19])[CH3:18])[CH:14]=[CH:15][CH:16]=3)=[CH:8][C:6]=2[N:7]=1.[NH2:26][C:27]1[CH:32]=[CH:31][C:30](B2OC(C)(C)C(C)(C)O2)=[CH:29][N:28]=1. (5) Given the product [F:1][C:2]1[CH:3]=[CH:4][C:5]2[N:6]([C:8]([C@H:11]3[CH2:16][CH2:15][CH2:14][N:13]([CH3:19])[CH2:12]3)=[N:9][N:10]=2)[CH:7]=1, predict the reactants needed to synthesize it. The reactants are: [F:1][C:2]1[CH:3]=[CH:4][C:5]2[N:6]([C:8]([C@H:11]3[CH2:16][CH2:15][CH2:14][NH:13][CH2:12]3)=[N:9][N:10]=2)[CH:7]=1.C=O.[CH3:19]C(O)=O.[BH-](OC(C)=O)(OC(C)=O)OC(C)=O.[Na+].